Dataset: NCI-60 drug combinations with 297,098 pairs across 59 cell lines. Task: Regression. Given two drug SMILES strings and cell line genomic features, predict the synergy score measuring deviation from expected non-interaction effect. (1) Drug 1: CN1C(=O)N2C=NC(=C2N=N1)C(=O)N. Drug 2: COC1=NC(=NC2=C1N=CN2C3C(C(C(O3)CO)O)O)N. Cell line: MDA-MB-231. Synergy scores: CSS=-6.02, Synergy_ZIP=3.35, Synergy_Bliss=-0.584, Synergy_Loewe=-7.98, Synergy_HSA=-7.68. (2) Cell line: NCI-H522. Synergy scores: CSS=31.1, Synergy_ZIP=-6.38, Synergy_Bliss=-4.75, Synergy_Loewe=-15.7, Synergy_HSA=-1.03. Drug 2: CN(C)N=NC1=C(NC=N1)C(=O)N. Drug 1: C1CN1C2=NC(=NC(=N2)N3CC3)N4CC4. (3) Drug 1: CC1=C(C(=O)C2=C(C1=O)N3CC4C(C3(C2COC(=O)N)OC)N4)N. Drug 2: C1=CC=C(C=C1)NC(=O)CCCCCCC(=O)NO. Cell line: HT29. Synergy scores: CSS=79.2, Synergy_ZIP=8.44, Synergy_Bliss=8.99, Synergy_Loewe=11.2, Synergy_HSA=15.5. (4) Drug 1: CCCS(=O)(=O)NC1=C(C(=C(C=C1)F)C(=O)C2=CNC3=C2C=C(C=N3)C4=CC=C(C=C4)Cl)F. Drug 2: CCC1(CC2CC(C3=C(CCN(C2)C1)C4=CC=CC=C4N3)(C5=C(C=C6C(=C5)C78CCN9C7C(C=CC9)(C(C(C8N6C=O)(C(=O)OC)O)OC(=O)C)CC)OC)C(=O)OC)O.OS(=O)(=O)O. Cell line: TK-10. Synergy scores: CSS=18.6, Synergy_ZIP=0.689, Synergy_Bliss=6.35, Synergy_Loewe=3.94, Synergy_HSA=4.08. (5) Drug 1: CCC(=C(C1=CC=CC=C1)C2=CC=C(C=C2)OCCN(C)C)C3=CC=CC=C3.C(C(=O)O)C(CC(=O)O)(C(=O)O)O. Drug 2: C1=NC2=C(N1)C(=S)N=CN2. Cell line: SF-539. Synergy scores: CSS=35.4, Synergy_ZIP=-7.64, Synergy_Bliss=-1.01, Synergy_Loewe=-34.0, Synergy_HSA=-1.28. (6) Drug 1: C1=CN(C=N1)CC(O)(P(=O)(O)O)P(=O)(O)O. Drug 2: CC1CCCC2(C(O2)CC(NC(=O)CC(C(C(=O)C(C1O)C)(C)C)O)C(=CC3=CSC(=N3)C)C)C. Cell line: SK-MEL-2. Synergy scores: CSS=50.4, Synergy_ZIP=1.25, Synergy_Bliss=-1.68, Synergy_Loewe=-11.8, Synergy_HSA=-0.108. (7) Drug 1: CC(C)(C#N)C1=CC(=CC(=C1)CN2C=NC=N2)C(C)(C)C#N. Drug 2: C#CCC(CC1=CN=C2C(=N1)C(=NC(=N2)N)N)C3=CC=C(C=C3)C(=O)NC(CCC(=O)O)C(=O)O. Cell line: MCF7. Synergy scores: CSS=-1.61, Synergy_ZIP=-0.767, Synergy_Bliss=-3.52, Synergy_Loewe=-5.95, Synergy_HSA=-4.69. (8) Drug 1: CC1=C(C(CCC1)(C)C)C=CC(=CC=CC(=CC(=O)O)C)C. Drug 2: CC12CCC3C(C1CCC2OP(=O)(O)O)CCC4=C3C=CC(=C4)OC(=O)N(CCCl)CCCl.[Na+]. Cell line: SF-295. Synergy scores: CSS=1.33, Synergy_ZIP=-0.957, Synergy_Bliss=-4.07, Synergy_Loewe=-5.00, Synergy_HSA=-6.01.